This data is from Full USPTO retrosynthesis dataset with 1.9M reactions from patents (1976-2016). The task is: Predict the reactants needed to synthesize the given product. (1) Given the product [Cl:7][C:8]1[CH:15]=[C:14]([N+:16]([O-:18])=[O:17])[CH:13]=[CH:12][C:9]=1[CH2:10][N:1]1[CH2:6][CH2:5][CH2:4][CH2:3][CH2:2]1, predict the reactants needed to synthesize it. The reactants are: [NH:1]1[CH2:6][CH2:5][CH2:4][CH2:3][CH2:2]1.[Cl:7][C:8]1[CH:15]=[C:14]([N+:16]([O-:18])=[O:17])[CH:13]=[CH:12][C:9]=1[CH2:10]Cl. (2) Given the product [C:47]([O:46][C:44]([N:38]1[CH2:39][C:40]2([CH2:41][N:42]([C:2]3[CH:11]=[C:10]4[C:5]([CH:6]=[C:7]([C:13]5[CH:14]=[C:15]([F:23])[C:16]6[N:17]([CH:19]=[C:20]([CH3:22])[N:21]=6)[CH:18]=5)[C:8](=[O:12])[O:9]4)=[CH:4][CH:3]=3)[CH2:43]2)[CH2:37]1)=[O:45])([CH3:50])([CH3:48])[CH3:49], predict the reactants needed to synthesize it. The reactants are: F[C:2]1[CH:11]=[C:10]2[C:5]([CH:6]=[C:7]([C:13]3[CH:14]=[C:15]([F:23])[C:16]4[N:17]([CH:19]=[C:20]([CH3:22])[N:21]=4)[CH:18]=3)[C:8](=[O:12])[O:9]2)=[CH:4][CH:3]=1.C(N(CC)CC)C.C(O)(=O)C(O)=O.[CH2:37]1[C:40]2([CH2:43][NH:42][CH2:41]2)[CH2:39][N:38]1[C:44]([O:46][C:47]([CH3:50])([CH3:49])[CH3:48])=[O:45].[C:47]([O:46][C:44]([N:38]1[CH2:39][C:40]2([CH2:43][NH:42][CH2:41]2)[CH2:37]1)=[O:45])([CH3:50])([CH3:49])[CH3:48]. (3) The reactants are: C(OC(=O)[CH:5]([C:23]#[N:24])[C:6]1[S:7][CH:8]=[C:9]([C:11]([N:13]2[C@@H:22]3[C@@H:17]([CH2:18][CH2:19][CH2:20][CH2:21]3)[CH2:16][CH2:15][CH2:14]2)=[O:12])[CH:10]=1)C.[Cl-].[Li+]. Given the product [N:13]1([C:11]([C:9]2[CH:10]=[C:6]([CH2:5][C:23]#[N:24])[S:7][CH:8]=2)=[O:12])[C@@H:22]2[C@@H:17]([CH2:18][CH2:19][CH2:20][CH2:21]2)[CH2:16][CH2:15][CH2:14]1, predict the reactants needed to synthesize it. (4) The reactants are: Br[C:2]1[S:3][CH:4]=[CH:5][C:6]=1[CH3:7].[CH3:8][O:9][CH2:10][CH2:11]OS(C1C=CC(C)=CC=1)(=O)=O. Given the product [CH3:8][O:9][CH2:10][CH2:11][C:2]1[S:3][CH:4]=[CH:5][C:6]=1[CH3:7], predict the reactants needed to synthesize it. (5) Given the product [CH3:13][N:14]([CH3:15])[CH2:16][CH2:17][O:18][C:6]([NH:8][CH2:9][C:10]1[CH:31]=[CH:30][C:25]([C:26]([O:28][CH3:29])=[O:27])=[CH:24][CH:23]=1)=[O:7], predict the reactants needed to synthesize it. The reactants are: C1N=CN([C:6]([N:8]2C=N[CH:10]=[CH:9]2)=[O:7])C=1.[CH3:13][N:14]([CH2:16][CH2:17][OH:18])[CH3:15].Cl.NCC1[CH:31]=[CH:30][C:25]([C:26]([O:28][CH3:29])=[O:27])=[CH:24][CH:23]=1.